Dataset: Forward reaction prediction with 1.9M reactions from USPTO patents (1976-2016). Task: Predict the product of the given reaction. (1) Given the reactants Cl[C:2]([O:4][C:5]1[CH:10]=[CH:9][CH:8]=[CH:7][CH:6]=1)=[O:3].[NH2:11][C:12]1[CH:17]=[CH:16][C:15]([C:18]2[N:23]=[C:22]([CH2:24][S:25]([CH2:28][CH2:29][OH:30])(=[O:27])=[O:26])[CH:21]=[C:20]([N:31]3[CH2:36][CH2:35][O:34][CH2:33][C@@H:32]3[CH3:37])[N:19]=2)=[CH:14][CH:13]=1.C(=O)(O)[O-].[Na+].O, predict the reaction product. The product is: [OH:30][CH2:29][CH2:28][S:25]([CH2:24][C:22]1[CH:21]=[C:20]([N:31]2[CH2:36][CH2:35][O:34][CH2:33][C@@H:32]2[CH3:37])[N:19]=[C:18]([C:15]2[CH:14]=[CH:13][C:12]([NH:11][C:2](=[O:3])[O:4][C:5]3[CH:10]=[CH:9][CH:8]=[CH:7][CH:6]=3)=[CH:17][CH:16]=2)[N:23]=1)(=[O:26])=[O:27]. (2) Given the reactants Cl[C:2]1[CH:7]=[CH:6][N:5]=[C:4]([NH:8][CH:9]2[CH2:14][C:13]([CH3:16])([CH3:15])[NH:12][C:11]([CH3:18])([CH3:17])[CH2:10]2)[N:3]=1.[CH3:19][C:20]([OH:31])([C:22]([CH3:30])([CH3:29])[CH2:23][C:24]1[S:25][CH:26]=[CH:27][CH:28]=1)[CH3:21], predict the reaction product. The product is: [CH3:21][C:20]([OH:31])([C:22]([CH3:30])([CH3:29])[CH2:23][C:24]1[S:25][C:26]([C:2]2[CH:7]=[CH:6][N:5]=[C:4]([NH:8][CH:9]3[CH2:14][C:13]([CH3:16])([CH3:15])[NH:12][C:11]([CH3:18])([CH3:17])[CH2:10]3)[N:3]=2)=[CH:27][CH:28]=1)[CH3:19]. (3) Given the reactants [C:1]([C:4]1[CH:9]=[CH:8][C:7]([B:10]([OH:12])[OH:11])=[CH:6][CH:5]=1)([OH:3])=O.CN(C(ON1N=N[C:23]2[CH:24]=CC=N[C:22]1=2)=[N+](C)C)C.F[P-](F)(F)(F)(F)F.C(N([CH2:42][CH3:43])CC)C.[CH:44]([N:47]1[CH2:52][CH2:51][NH:50][CH2:49][CH2:48]1)([CH3:46])[CH3:45].[CH3:53]COC(C)=O, predict the reaction product. The product is: [CH:44]([N:47]1[CH2:52][CH2:51][N:50]([C:1]([C:4]2[CH:9]=[CH:8][C:7]([B:10]3[O:12][C:23]([CH3:24])([CH3:22])[C:42]([CH3:43])([CH3:53])[O:11]3)=[CH:6][CH:5]=2)=[O:3])[CH2:49][CH2:48]1)([CH3:46])[CH3:45]. (4) The product is: [Cl:24][C:25]1[CH:30]=[C:29]([C:2]2[CH:11]=[CH:10][C:9]3[N:8]=[CH:7][C:6]4[N:12]([CH3:23])[C:13](=[O:22])[N:14]([C:15]5[C:16]([CH3:21])=[N:17][N:18]([CH3:20])[CH:19]=5)[C:5]=4[C:4]=3[CH:3]=2)[CH:28]=[N:27][C:26]=1[CH2:40][OH:41]. Given the reactants Br[C:2]1[CH:11]=[CH:10][C:9]2[N:8]=[CH:7][C:6]3[N:12]([CH3:23])[C:13](=[O:22])[N:14]([C:15]4[C:16]([CH3:21])=[N:17][N:18]([CH3:20])[CH:19]=4)[C:5]=3[C:4]=2[CH:3]=1.[Cl:24][C:25]1[C:26]([CH2:40][O:41]C(=O)C)=[N:27][CH:28]=[C:29](B2OC(C)(C)C(C)(C)O2)[CH:30]=1, predict the reaction product. (5) Given the reactants [F:1][C:2]1[CH:7]=[C:6]([CH2:8][S:9]([CH3:12])(=[O:11])=[O:10])[CH:5]=[CH:4][C:3]=1[C:13]1[CH:14]=[C:15]2[CH2:21][CH:20]([CH:22]3[CH2:27][CH2:26][N:25]([C:28]([NH:30][OH:31])=[NH:29])[CH2:24][CH2:23]3)[O:19][C:16]2=[CH:17][N:18]=1.[C:32](Cl)(=O)[CH:33]([CH3:35])[CH3:34], predict the reaction product. The product is: [F:1][C:2]1[CH:7]=[C:6]([CH2:8][S:9]([CH3:12])(=[O:10])=[O:11])[CH:5]=[CH:4][C:3]=1[C:13]1[CH:14]=[C:15]2[CH2:21][CH:20]([CH:22]3[CH2:23][CH2:24][N:25]([C:28]4[N:29]=[C:32]([CH:33]([CH3:35])[CH3:34])[O:31][N:30]=4)[CH2:26][CH2:27]3)[O:19][C:16]2=[CH:17][N:18]=1.